From a dataset of Full USPTO retrosynthesis dataset with 1.9M reactions from patents (1976-2016). Predict the reactants needed to synthesize the given product. (1) Given the product [N:37]1([CH2:42][CH2:35][CH2:34][CH2:33][C:25]2[S:24][C:23]([N:20]3[CH2:19][CH2:18][C:17]4[C:22](=[C:13]([C:11](=[O:12])[NH:10][C:2]5[S:1][C:5]6[CH:6]=[CH:7][CH:8]=[CH:9][C:4]=6[N:3]=5)[CH:14]=[CH:15][CH:16]=4)[CH2:21]3)=[N:27][C:26]=2[C:28]([OH:30])=[O:29])[CH:41]=[CH:40][N:39]=[CH:38]1, predict the reactants needed to synthesize it. The reactants are: [S:1]1[C:5]2[CH:6]=[CH:7][CH:8]=[CH:9][C:4]=2[N:3]=[C:2]1[NH:10][C:11]([C:13]1[CH:14]=[CH:15][CH:16]=[C:17]2[C:22]=1[CH2:21][N:20]([C:23]1[S:24][C:25]([CH2:33][CH2:34][CH2:35]I)=[C:26]([C:28]([O:30]CC)=[O:29])[N:27]=1)[CH2:19][CH2:18]2)=[O:12].[NH:37]1[CH:41]=[CH:40][N:39]=[CH:38]1.[C:42]1(O)C=CC=CC=1. (2) Given the product [CH2:1]([C:8]1[CH:9]=[N:10][C:11]2[N:12]([N:15]=[CH:16][C:17]=2[C:18]([NH:48][CH2:49][CH2:50][O:51][CH2:52][CH2:53][OH:54])=[O:20])[C:13]=1[CH3:14])[C:2]1[CH:3]=[CH:4][CH:5]=[CH:6][CH:7]=1, predict the reactants needed to synthesize it. The reactants are: [CH2:1]([C:8]1[CH:9]=[N:10][C:11]2[N:12]([N:15]=[CH:16][C:17]=2[C:18]([OH:20])=O)[C:13]=1[CH3:14])[C:2]1[CH:7]=[CH:6][CH:5]=[CH:4][CH:3]=1.CCCP1(OP(CCC)(=O)OP(CCC)(=O)O1)=O.C(N(CC)C(C)C)(C)C.[NH2:48][CH2:49][CH2:50][O:51][CH2:52][CH2:53][OH:54]. (3) Given the product [Br:1][C:2]1[C:3]([N:9]([CH3:11])[CH3:10])=[N:4][CH:5]=[C:6]([Br:8])[N:7]=1, predict the reactants needed to synthesize it. The reactants are: [Br:1][C:2]1[C:3]([NH:9][CH3:10])=[N:4][CH:5]=[C:6]([Br:8])[N:7]=1.[CH3:11][Si]([N-][Si](C)(C)C)(C)C.[Na+].IC. (4) Given the product [Cl:5][C:6]1[C:11]([O:12][C:13]2[C:18]([C:19]([F:22])([F:21])[F:20])=[CH:17][CH:16]=[CH:15][N:14]=2)=[CH:10][C:9]([NH:23][C:24]([N:3]([CH:1]=[O:2])[NH2:4])=[S:25])=[C:8]([F:26])[CH:7]=1, predict the reactants needed to synthesize it. The reactants are: [CH:1]([NH:3][NH2:4])=[O:2].[Cl:5][C:6]1[C:11]([O:12][C:13]2[C:18]([C:19]([F:22])([F:21])[F:20])=[CH:17][CH:16]=[CH:15][N:14]=2)=[CH:10][C:9]([N:23]=[C:24]=[S:25])=[C:8]([F:26])[CH:7]=1. (5) Given the product [CH2:3]([NH:6][CH:7]([CH3:11])[CH2:8][CH2:9][CH:10]=[CH2:13])[CH:4]=[CH2:5], predict the reactants needed to synthesize it. The reactants are: [BH4-].[Na+].[CH2:3]([N:6]=[C:7]([CH2:11]C)[CH:8]=[CH:9][CH3:10])[CH:4]=[CH2:5].[CH3:13]O. (6) The reactants are: [C:1]([C:3]1[CH:8]=[CH:7][C:6]([C:9]2[N:13]3[CH:14]=[C:15]([C:18]4[CH:26]=[CH:25][C:21]([C:22](O)=[O:23])=[C:20]([Cl:27])[CH:19]=4)[N:16]=[CH:17][C:12]3=[N:11][CH:10]=2)=[CH:5][CH:4]=1)#[N:2].CN(C(ON1N=NC2C=CC=NC1=2)=[N+](C)C)C.F[P-](F)(F)(F)(F)F.CN1CCOCC1.Cl.[CH3:60][C:61]1([NH:67][C:68](=[O:74])[O:69][C:70]([CH3:73])([CH3:72])[CH3:71])[CH2:66][CH2:65][NH:64][CH2:63][CH2:62]1. Given the product [Cl:27][C:20]1[CH:19]=[C:18]([C:15]2[N:16]=[CH:17][C:12]3[N:13]([C:9]([C:6]4[CH:7]=[CH:8][C:3]([C:1]#[N:2])=[CH:4][CH:5]=4)=[CH:10][N:11]=3)[CH:14]=2)[CH:26]=[CH:25][C:21]=1[C:22]([N:64]1[CH2:63][CH2:62][C:61]([NH:67][C:68](=[O:74])[O:69][C:70]([CH3:73])([CH3:72])[CH3:71])([CH3:60])[CH2:66][CH2:65]1)=[O:23], predict the reactants needed to synthesize it.